Dataset: Catalyst prediction with 721,799 reactions and 888 catalyst types from USPTO. Task: Predict which catalyst facilitates the given reaction. (1) Reactant: [CH3:1][C:2]1([CH3:12])[CH2:7][CH2:6][CH2:5][CH:4]([C:8]([O:10][CH3:11])=[O:9])[CH2:3]1.C([N-]C(C)C)(C)C.[Li+].Br[CH2:22][CH2:23][O:24][CH3:25]. Product: [CH3:25][O:24][CH2:23][CH2:22][C:4]1([C:8]([O:10][CH3:11])=[O:9])[CH2:5][CH2:6][CH2:7][C:2]([CH3:12])([CH3:1])[CH2:3]1. The catalyst class is: 365. (2) Reactant: [CH:1]1[C:10]2[C:5](=[CH:6][CH:7]=[CH:8][CH:9]=2)[CH:4]=[CH:3][C:2]=1[CH:11]([O:13][CH2:14][C:15]1[O:19][N:18]=[C:17]([C:20]([OH:22])=O)[CH:16]=1)[CH3:12].Cl.[O:24]1[CH2:28][CH2:27][CH:26]([CH2:29][NH2:30])[CH2:25]1.C(N(CC)CC)C.ON1C2C=CC=CC=2N=N1.Cl.C(N=C=NCCCN(C)C)C. Product: [O:24]1[CH2:28][CH2:27][CH:26]([CH2:29][NH:30][C:20]([C:17]2[CH:16]=[C:15]([CH2:14][O:13][CH:11]([C:2]3[CH:3]=[CH:4][C:5]4[C:10](=[CH:9][CH:8]=[CH:7][CH:6]=4)[CH:1]=3)[CH3:12])[O:19][N:18]=2)=[O:22])[CH2:25]1. The catalyst class is: 22. (3) Reactant: [NH:1]1[CH:5]=[C:4]([B:6]2[O:14][C:11]([CH3:13])([CH3:12])[C:8]([CH3:10])(C)[O:7]2)[CH:3]=[N:2]1.C([O-])([O-])=O.[Cs+].[Cs+].Br[CH2:22][C:23](=[O:26])[CH2:24][CH3:25]. Product: [CH3:13][C:11]1([CH3:12])[CH:8]([CH3:10])[O:7][B:6]([C:4]2[CH:5]=[N:1][N:2]([CH2:22][C:23](=[O:26])[CH2:24][CH3:25])[CH:3]=2)[O:14]1. The catalyst class is: 9. (4) Reactant: C[Si]([N-][Si](C)(C)C)(C)C.[Li+].[CH3:11][N:12]1[CH:17]([C:18]2[CH:23]=[CH:22][CH:21]=[CH:20][CH:19]=2)[CH2:16][CH2:15][CH2:14][C:13]1=[O:24].[CH3:25][O:26][C:27]1[CH:28]=[C:29]([CH:32]=[CH:33][C:34]=1[N:35]1[CH:39]=[C:38]([CH3:40])[N:37]=[CH:36]1)[CH:30]=O.[Cl-].[NH4+]. Product: [CH3:25][O:26][C:27]1[CH:28]=[C:29]([CH:32]=[CH:33][C:34]=1[N:35]1[CH:39]=[C:38]([CH3:40])[N:37]=[CH:36]1)/[CH:30]=[C:14]1/[C:13](=[O:24])[N:12]([CH3:11])[CH:17]([C:18]2[CH:23]=[CH:22][CH:21]=[CH:20][CH:19]=2)[CH2:16][CH2:15]/1. The catalyst class is: 56.